The task is: Predict the reactants needed to synthesize the given product.. This data is from Full USPTO retrosynthesis dataset with 1.9M reactions from patents (1976-2016). (1) Given the product [NH2:23][C@H:18]1[C@H:19]([F:22])[CH2:20][O:21][C@H:15]([C:14]2[N:13]([CH3:31])[N:12]=[CH:11][C:10]=2[NH:9][C:7]([C:5]2[N:6]=[C:2]([C:37]3[C:33]([CH3:32])=[N:34][O:35][C:36]=3[CH3:41])[S:3][CH:4]=2)=[O:8])[CH2:16][CH2:17]1, predict the reactants needed to synthesize it. The reactants are: Br[C:2]1[S:3][CH:4]=[C:5]([C:7]([NH:9][C:10]2[CH:11]=[N:12][N:13]([CH3:31])[C:14]=2[C@H:15]2[O:21][CH2:20][C@@H:19]([F:22])[C@H:18]([NH:23]C(=O)OC(C)(C)C)[CH2:17][CH2:16]2)=[O:8])[N:6]=1.[CH3:32][C:33]1[C:37](B(O)O)=[C:36]([CH3:41])[O:35][N:34]=1. (2) Given the product [N+:15]([CH2:18][CH2:10][C:9]1[CH:8]=[C:7]([C:1]2[CH:6]=[CH:5][CH:4]=[CH:3][CH:2]=2)[CH:14]=[CH:13][CH:12]=1)([O-:17])=[O:16], predict the reactants needed to synthesize it. The reactants are: [C:1]1([C:7]2[CH:8]=[C:9]([CH:12]=[CH:13][CH:14]=2)[CH:10]=O)[CH:6]=[CH:5][CH:4]=[CH:3][CH:2]=1.[N+:15]([CH3:18])([O-:17])=[O:16].C([O-])(=O)C.[NH4+].[BH4-].[Na+]. (3) Given the product [Cl:1][C:2]1[N:10]=[C:9]2[C:5]([N:6]=[C:7]([CH2:13][N:37]3[CH2:38][C@@H:33]([CH3:32])[N:34]([CH2:40][C:41]([NH2:43])=[O:42])[C@@H:35]([CH3:39])[CH2:36]3)[N:8]2[CH2:11][CH3:12])=[C:4]([N:26]2[CH2:27][CH2:28][O:29][CH2:30][CH2:31]2)[N:3]=1, predict the reactants needed to synthesize it. The reactants are: [Cl:1][C:2]1[N:10]=[C:9]2[C:5]([N:6]=[C:7]([CH2:13]N3CCN(C(C)(C)C(N)=O)CC3)[N:8]2[CH2:11][CH3:12])=[C:4]([N:26]2[CH2:31][CH2:30][O:29][CH2:28][CH2:27]2)[N:3]=1.[CH3:32][C@H:33]1[CH2:38][NH:37][CH2:36][C@@H:35]([CH3:39])[N:34]1[CH2:40][C:41]([NH2:43])=[O:42]. (4) Given the product [NH2:27][C:2]1[C:7]([S:8]([C:11]([F:26])([F:25])[CH:12]2[CH2:17][CH2:16][N:15]([C:18]([O:20][C:21]([CH3:24])([CH3:23])[CH3:22])=[O:19])[CH2:14][CH2:13]2)(=[O:10])=[O:9])=[CH:6][CH:5]=[CH:4][N:3]=1, predict the reactants needed to synthesize it. The reactants are: Cl[C:2]1[C:7]([S:8]([C:11]([F:26])([F:25])[CH:12]2[CH2:17][CH2:16][N:15]([C:18]([O:20][C:21]([CH3:24])([CH3:23])[CH3:22])=[O:19])[CH2:14][CH2:13]2)(=[O:10])=[O:9])=[CH:6][CH:5]=[CH:4][N:3]=1.[NH3:27]. (5) Given the product [CH3:18][O:17][CH2:16][O:15][C:7]1[C:8]([Br:19])=[C:9]([CH2:11][CH2:12][O:13][CH3:14])[CH:10]=[C:5]([O:4][CH2:3][O:2][CH3:1])[CH:6]=1, predict the reactants needed to synthesize it. The reactants are: [CH3:1][O:2][CH2:3][O:4][C:5]1[CH:10]=[C:9]([CH2:11][CH2:12][O:13][CH3:14])[CH:8]=[C:7]([O:15][CH2:16][O:17][CH3:18])[CH:6]=1.[Br:19]N1C(=O)CCC1=O.O. (6) Given the product [OH:1][C:2]1[CH:7]=[CH:6][C:5]([C:8]#[C:9][C:10]2[CH:11]=[CH:12][C:13]([O:14][CH2:15][C:16]([OH:18])=[O:17])=[CH:21][CH:22]=2)=[CH:4][CH:3]=1, predict the reactants needed to synthesize it. The reactants are: [OH:1][C:2]1[CH:7]=[CH:6][C:5]([C:8]#[C:9][C:10]2[CH:22]=[CH:21][C:13]([O:14][CH2:15][C:16]([O:18]CC)=[O:17])=[CH:12][CH:11]=2)=[CH:4][CH:3]=1.O[Li].O.Cl. (7) Given the product [C:2]([C:5]1[CH:10]([C:11]2[CH:16]=[C:15]([F:17])[C:14]([F:18])=[C:13]([F:19])[CH:12]=2)[N:9]([C:20]([O:22][C:23]2[CH:28]=[CH:27][C:26]([N+:29]([O-:31])=[O:30])=[CH:25][CH:24]=2)=[O:21])[C:8](=[O:32])[NH:7][C:6]=1[CH3:34])(=[O:4])[CH3:3], predict the reactants needed to synthesize it. The reactants are: Cl.[C:2]([C:5]1[CH:10]([C:11]2[CH:16]=[C:15]([F:17])[C:14]([F:18])=[C:13]([F:19])[CH:12]=2)[N:9]([C:20]([O:22][C:23]2[CH:28]=[CH:27][C:26]([N+:29]([O-:31])=[O:30])=[CH:25][CH:24]=2)=[O:21])[C:8]([O:32]C)=[N:7][C:6]=1[CH3:34])(=[O:4])[CH3:3]. (8) Given the product [C:10]([C:9]1[CH:14]=[CH:15][C:6]([CH2:5][C:1]#[N:2])=[CH:7][CH:8]=1)([O:12][CH3:13])=[O:11], predict the reactants needed to synthesize it. The reactants are: [C-:1]#[N:2].[Na+].Br[CH2:5][C:6]1[CH:15]=[CH:14][C:9]([C:10]([O:12][CH3:13])=[O:11])=[CH:8][CH:7]=1.O. (9) The reactants are: O=[C:2]([CH2:8][C:9]([O:11]C)=O)[CH2:3][C:4]([O:6][CH3:7])=[O:5].[C:13]1([NH:19][NH2:20])[CH:18]=[CH:17][CH:16]=[CH:15][CH:14]=1. Given the product [OH:11][C:9]1[N:19]([C:13]2[CH:18]=[CH:17][CH:16]=[CH:15][CH:14]=2)[N:20]=[C:2]([CH2:3][C:4]([O:6][CH3:7])=[O:5])[CH:8]=1, predict the reactants needed to synthesize it.